From a dataset of Full USPTO retrosynthesis dataset with 1.9M reactions from patents (1976-2016). Predict the reactants needed to synthesize the given product. Given the product [C:15]([P:19]([CH2:2][C:3]1[N:8]=[C:7]([C:9]2[CH:14]=[CH:13][CH:12]=[CH:11][N:10]=2)[CH:6]=[CH:5][CH:4]=1)[C:20]([CH3:23])([CH3:22])[CH3:21])([CH3:18])([CH3:17])[CH3:16], predict the reactants needed to synthesize it. The reactants are: Cl[CH2:2][C:3]1[N:8]=[C:7]([C:9]2[CH:14]=[CH:13][CH:12]=[CH:11][N:10]=2)[CH:6]=[CH:5][CH:4]=1.[C:15]([PH:19][C:20]([CH3:23])([CH3:22])[CH3:21])([CH3:18])([CH3:17])[CH3:16].C(N(CC)CC)C.